Dataset: Full USPTO retrosynthesis dataset with 1.9M reactions from patents (1976-2016). Task: Predict the reactants needed to synthesize the given product. (1) Given the product [Cl:9][C:6]1[CH:7]=[CH:8][C:3]([CH2:2][NH2:18])=[C:4]([F:17])[C:5]=1[O:10][C:11]1[CH:16]=[CH:15][CH:14]=[CH:13][CH:12]=1, predict the reactants needed to synthesize it. The reactants are: Br[CH2:2][C:3]1[CH:8]=[CH:7][C:6]([Cl:9])=[C:5]([O:10][C:11]2[CH:16]=[CH:15][CH:14]=[CH:13][CH:12]=2)[C:4]=1[F:17].[NH3:18].CO. (2) Given the product [CH3:1][C:2]1([CH3:22])[C:11](=[O:12])[NH:10][C:9]2[N:8]=[CH:7][C:6](/[CH:13]=[CH:14]/[C:15]([OH:17])=[O:16])=[CH:5][C:4]=2[CH2:3]1, predict the reactants needed to synthesize it. The reactants are: [CH3:1][C:2]1([CH3:22])[C:11](=[O:12])[NH:10][C:9]2[N:8]=[CH:7][C:6](/[CH:13]=[CH:14]/[C:15]([O:17]C(C)(C)C)=[O:16])=[CH:5][C:4]=2[CH2:3]1.C(O)(C(F)(F)F)=O. (3) Given the product [NH2:15][C:7]1[C:6]2[N:16]=[C:3]([CH3:2])[N:4]([CH2:17][CH2:18][CH2:19][C:20](=[O:21])[CH3:25])[C:5]=2[C:14]2[CH:13]=[CH:12][CH:11]=[CH:10][C:9]=2[N:8]=1, predict the reactants needed to synthesize it. The reactants are: Cl.[CH3:2][C:3]1[N:4]([CH2:17][CH2:18][CH2:19][C:20]2([CH3:25])OCC[O:21]2)[C:5]2[C:14]3[CH:13]=[CH:12][CH:11]=[CH:10][C:9]=3[N:8]=[C:7]([NH2:15])[C:6]=2[N:16]=1.C(=O)([O-])[O-].[K+].[K+]. (4) Given the product [NH2:9][C:7]1[CH:6]=[CH:5][C:4]([NH:12][CH2:13][C:14]2[CH:19]=[CH:18][C:17]([O:20][CH3:21])=[CH:16][CH:15]=2)=[C:3]([O:2][CH3:1])[CH:8]=1, predict the reactants needed to synthesize it. The reactants are: [CH3:1][O:2][C:3]1[CH:8]=[C:7]([N+:9]([O-])=O)[CH:6]=[CH:5][C:4]=1[NH:12][CH2:13][C:14]1[CH:19]=[CH:18][C:17]([O:20][CH3:21])=[CH:16][CH:15]=1.O.O.[Cl-].[Ca+2].[Cl-].CCO. (5) Given the product [Br:16][CH:11]1[CH2:12][CH2:13][CH2:14][CH:9]([C:4]2[CH:5]=[CH:6][CH:7]=[CH:8][C:3]=2[O:2][CH3:1])[C:10]1=[O:15], predict the reactants needed to synthesize it. The reactants are: [CH3:1][O:2][C:3]1[CH:8]=[CH:7][CH:6]=[CH:5][C:4]=1[CH:9]1[CH2:14][CH2:13][CH2:12][CH2:11][C:10]1=[O:15].[Br:16]Br. (6) The reactants are: [F-].C([N+](CCCC)(CCCC)CCCC)CCC.[Si]([O:36][CH2:37][C:38]1[CH:39]=[C:40]([CH:44]([C:51]#[C:52][CH3:53])[CH2:45][C:46]([O:48][CH2:49][CH3:50])=[O:47])[CH:41]=[CH:42][CH:43]=1)(C(C)(C)C)(C1C=CC=CC=1)C1C=CC=CC=1.O. Given the product [OH:36][CH2:37][C:38]1[CH:39]=[C:40]([CH:44]([C:51]#[C:52][CH3:53])[CH2:45][C:46]([O:48][CH2:49][CH3:50])=[O:47])[CH:41]=[CH:42][CH:43]=1, predict the reactants needed to synthesize it. (7) Given the product [C:12]([C:11]1[CH:10]=[C:9]([NH:8][C:5]2[N:4]=[C:3]([NH:17][CH3:18])[C:2]([C:20]#[C:19][C@@H:21]3[CH2:26][CH2:25][CH2:24][C@H:23]([NH:27][C:28](=[O:40])[C@@H:29]([N:31]([CH3:39])[C:32](=[O:38])[O:33][C:34]([CH3:35])([CH3:37])[CH3:36])[CH3:30])[CH2:22]3)=[CH:7][N:6]=2)[CH:16]=[CH:15][CH:14]=1)#[N:13], predict the reactants needed to synthesize it. The reactants are: I[C:2]1[C:3]([NH:17][CH3:18])=[N:4][C:5]([NH:8][C:9]2[CH:10]=[C:11]([CH:14]=[CH:15][CH:16]=2)[C:12]#[N:13])=[N:6][CH:7]=1.[C:19]([C@@H:21]1[CH2:26][CH2:25][CH2:24][C@H:23]([NH:27][C:28](=[O:40])[C@@H:29]([N:31]([CH3:39])[C:32](=[O:38])[O:33][C:34]([CH3:37])([CH3:36])[CH3:35])[CH3:30])[CH2:22]1)#[CH:20].CN(C)C=O.C(=O)([O-])O.[Na+].